This data is from Forward reaction prediction with 1.9M reactions from USPTO patents (1976-2016). The task is: Predict the product of the given reaction. (1) Given the reactants Cl.[C:2]([CH2:5][NH:6][C:7]([C:9]1[CH:10]=[C:11]2[C:21](=[CH:22][CH:23]=1)[O:20][C:14]1([CH2:19][CH2:18][NH:17][CH2:16][CH2:15]1)[CH2:13][C:12]2=[O:24])=[O:8])(=[O:4])[NH2:3].[CH:25]1([N:28]2[C:36]3[C:31](=[C:32]([O:40][CH2:41][CH3:42])[CH:33]=[C:34]([C:37](O)=[O:38])[CH:35]=3)[CH:30]=[CH:29]2)[CH2:27][CH2:26]1.CCN=C=NCCCN(C)C.Cl.C1C=CC2N(O)N=NC=2C=1, predict the reaction product. The product is: [C:2]([CH2:5][NH:6][C:7]([C:9]1[CH:10]=[C:11]2[C:21](=[CH:22][CH:23]=1)[O:20][C:14]1([CH2:19][CH2:18][N:17]([C:37]([C:34]3[CH:35]=[C:36]4[C:31]([CH:30]=[CH:29][N:28]4[CH:25]4[CH2:27][CH2:26]4)=[C:32]([O:40][CH2:41][CH3:42])[CH:33]=3)=[O:38])[CH2:16][CH2:15]1)[CH2:13][C:12]2=[O:24])=[O:8])(=[O:4])[NH2:3]. (2) Given the reactants B.C1COCC1.[Cl:7][C:8]1[CH:13]=[C:12]([C:14](O)=[O:15])[CH:11]=[CH:10][N:9]=1, predict the reaction product. The product is: [Cl:7][C:8]1[CH:13]=[C:12]([CH2:14][OH:15])[CH:11]=[CH:10][N:9]=1. (3) The product is: [CH3:49][O:50][C:11]([C:13]1[O:14][C:15]2[CH:21]=[CH:20][C:19]([NH2:22])=[CH:18][C:16]=2[CH:17]=1)=[O:12]. Given the reactants O=C(NCCC)C(N[C:11]([C:13]1[O:14][C:15]2[CH:21]=[CH:20][C:19]([NH:22]C(C3C(C4C=CC(C(F)(F)F)=CC=4)=CC=CC=3)=O)=[CH:18][C:16]=2[CH:17]=1)=[O:12])C1C=CC=CC=1.[H][H].C1C[O:50][CH2:49]C1, predict the reaction product. (4) Given the reactants C(OC([N:8]1[CH2:16][C:15]2[C:10](=[CH:11][CH:12]=[C:13]([C:17]#[N:18])[CH:14]=2)[CH2:9]1)=O)(C)(C)C.FC(F)(F)C(O)=O, predict the reaction product. The product is: [C:17]([C:13]1[CH:14]=[C:15]2[C:10](=[CH:11][CH:12]=1)[CH2:9][NH:8][CH2:16]2)#[N:18].